Dataset: NCI-60 drug combinations with 297,098 pairs across 59 cell lines. Task: Regression. Given two drug SMILES strings and cell line genomic features, predict the synergy score measuring deviation from expected non-interaction effect. (1) Drug 1: CC1=C2C(C(=O)C3(C(CC4C(C3C(C(C2(C)C)(CC1OC(=O)C(C(C5=CC=CC=C5)NC(=O)OC(C)(C)C)O)O)OC(=O)C6=CC=CC=C6)(CO4)OC(=O)C)OC)C)OC. Drug 2: CC1=C(C=C(C=C1)NC(=O)C2=CC=C(C=C2)CN3CCN(CC3)C)NC4=NC=CC(=N4)C5=CN=CC=C5. Cell line: SK-OV-3. Synergy scores: CSS=38.2, Synergy_ZIP=5.07, Synergy_Bliss=3.65, Synergy_Loewe=-28.1, Synergy_HSA=1.69. (2) Drug 1: CS(=O)(=O)C1=CC(=C(C=C1)C(=O)NC2=CC(=C(C=C2)Cl)C3=CC=CC=N3)Cl. Drug 2: CC1=C(C(=CC=C1)Cl)NC(=O)C2=CN=C(S2)NC3=CC(=NC(=N3)C)N4CCN(CC4)CCO. Cell line: SN12C. Synergy scores: CSS=23.2, Synergy_ZIP=-1.59, Synergy_Bliss=2.45, Synergy_Loewe=-20.5, Synergy_HSA=2.72. (3) Drug 1: C1=NC2=C(N=C(N=C2N1C3C(C(C(O3)CO)O)O)F)N. Drug 2: C1=CC=C(C(=C1)C(C2=CC=C(C=C2)Cl)C(Cl)Cl)Cl. Cell line: 786-0. Synergy scores: CSS=-0.828, Synergy_ZIP=-0.412, Synergy_Bliss=-1.48, Synergy_Loewe=-1.27, Synergy_HSA=-1.21. (4) Drug 1: CCC1=CC2CC(C3=C(CN(C2)C1)C4=CC=CC=C4N3)(C5=C(C=C6C(=C5)C78CCN9C7C(C=CC9)(C(C(C8N6C)(C(=O)OC)O)OC(=O)C)CC)OC)C(=O)OC.C(C(C(=O)O)O)(C(=O)O)O. Drug 2: COC1=C2C(=CC3=C1OC=C3)C=CC(=O)O2. Cell line: OVCAR-5. Synergy scores: CSS=52.5, Synergy_ZIP=2.16, Synergy_Bliss=0.906, Synergy_Loewe=-30.6, Synergy_HSA=0.772.